Predict the product of the given reaction. From a dataset of Forward reaction prediction with 1.9M reactions from USPTO patents (1976-2016). Given the reactants [OH:1][B:2]1[C:6]2[CH:7]=[C:8]([O:11][C:12]3[CH:17]=[CH:16][CH:15]=[CH:14][CH:13]=3)[CH:9]=[CH:10][C:5]=2[CH:4]([CH2:18][S:19](OC)(=[O:21])=[O:20])[O:3]1.[I-].[Na+].[CH3:26][C:27](C)=O, predict the reaction product. The product is: [CH2:26]([S:19]([CH2:18][CH:4]1[O:3][B:2]([OH:1])[C:6]2[CH:7]=[C:8]([O:11][C:12]3[CH:17]=[CH:16][CH:15]=[CH:14][CH:13]=3)[CH:9]=[CH:10][C:5]1=2)(=[O:20])=[O:21])[CH3:27].